Dataset: Forward reaction prediction with 1.9M reactions from USPTO patents (1976-2016). Task: Predict the product of the given reaction. Given the reactants [CH2:1]([C:3]1[C:4]([C:13]2[O:14][CH:15]=[CH:16][CH:17]=2)=[N:5][C:6]([NH2:12])=[N:7][C:8]=1[S:9]([CH3:11])=O)[CH3:2].[N:18]1[CH:23]=[CH:22][CH:21]=[CH:20][C:19]=1[CH2:24]CS.C1CCN2C(=NCCC2)CC1, predict the reaction product. The product is: [CH2:1]([C:3]1[C:4]([C:13]2[O:14][CH:15]=[CH:16][CH:17]=2)=[N:5][C:6]([NH2:12])=[N:7][C:8]=1[S:9][CH2:11][CH2:24][C:19]1[CH:20]=[CH:21][CH:22]=[CH:23][N:18]=1)[CH3:2].